The task is: Predict the reaction yield, written as a fraction of the theoretical maximum amount of product (1.0 means a 100% yield; for example, 0.34 means a 34% yield).. This data is from Reaction yield outcomes from USPTO patents with 853,638 reactions. (1) The reactants are [NH2:1][CH2:2][CH2:3][N:4]([CH:9]1[CH:13]([O:14][Si](C(C)(C)C)(C)C)[CH2:12][N:11]([C:22](=[O:30])[C:23]2[CH:28]=[CH:27][C:26]([Cl:29])=[CH:25][CH:24]=2)[CH2:10]1)[C:5](=[O:8])[CH2:6]Cl.NCCN(C1C(C(=O)C2C=CC(Cl)=CC=2)(O)CNC1)C(=O)CCl.C([O-])([O-])=O.[K+].[K+].CCOC(C)=O. The catalyst is CN(C=O)C. The product is [Cl:29][C:26]1[CH:27]=[CH:28][C:23]([C:22]([N:11]2[CH2:12][CH:13]([OH:14])[CH:9]([N:4]3[CH2:3][CH2:2][NH:1][CH2:6][C:5]3=[O:8])[CH2:10]2)=[O:30])=[CH:24][CH:25]=1. The yield is 0.370. (2) The reactants are Br[C:2]1[CH:20]=[CH:19][C:5]([CH2:6][CH:7]2[CH2:11][CH2:10][N:9]([CH:12]3[CH2:17][CH2:16][CH2:15][CH2:14][CH2:13]3)[C:8]2=[O:18])=[C:4]([Cl:21])[CH:3]=1.[Br-].[CH:23]1([Zn+])[CH2:28][CH2:27][CH2:26][CH2:25][CH2:24]1.O. The catalyst is C1COCC1.CN1C(=O)CCC1.C1C=CC(P(C2C=CC=CC=2)[C-]2C=CC=C2)=CC=1.C1C=CC(P(C2C=CC=CC=2)[C-]2C=CC=C2)=CC=1.Cl[Pd]Cl.[Fe+2]. The product is [Cl:21][C:4]1[CH:3]=[C:2]([CH:23]2[CH2:28][CH2:27][CH2:26][CH2:25][CH2:24]2)[CH:20]=[CH:19][C:5]=1[CH2:6][CH:7]1[CH2:11][CH2:10][N:9]([CH:12]2[CH2:17][CH2:16][CH2:15][CH2:14][CH2:13]2)[C:8]1=[O:18]. The yield is 0.830.